Dataset: Catalyst prediction with 721,799 reactions and 888 catalyst types from USPTO. Task: Predict which catalyst facilitates the given reaction. (1) Reactant: [N+](C1C=CC=CC=1S([NH:13][C:14]1[CH:19]=[CH:18][C:17]([CH2:20][CH2:21][C:22]([O:24][CH3:25])=[O:23])=[CH:16][CH:15]=1)(=O)=O)([O-])=O.[C:26]1([C:32]2[CH:36]=[C:35]([C:37]3[CH:42]=[CH:41][CH:40]=[CH:39][CH:38]=3)[N:34]([CH2:43][C:44]3[CH:49]=[CH:48][C:47]([CH2:50]O)=[CH:46][CH:45]=3)[N:33]=2)[CH:31]=[CH:30][CH:29]=[CH:28][CH:27]=1.C1(P(C2C=CC=CC=2)C2C=CC=CC=2)C=CC=CC=1.N(C(OCC)=O)=NC(OCC)=O.SCC(O)=O.O.[OH-].[Li+].C(=O)([O-])O.[Na+]. Product: [C:26]1([C:32]2[CH:36]=[C:35]([C:37]3[CH:42]=[CH:41][CH:40]=[CH:39][CH:38]=3)[N:34]([CH2:43][C:44]3[CH:49]=[CH:48][C:47]([CH2:50][NH:13][C:14]4[CH:15]=[CH:16][C:17]([CH2:20][CH2:21][C:22]([O:24][CH3:25])=[O:23])=[CH:18][CH:19]=4)=[CH:46][CH:45]=3)[N:33]=2)[CH:31]=[CH:30][CH:29]=[CH:28][CH:27]=1. The catalyst class is: 120. (2) Reactant: [Br:1][C:2]1[CH:3]=[CH:4][C:5]([Cl:11])=[C:6]([CH:10]=1)[C:7]([OH:9])=[O:8].[C:12](Cl)(=O)C(Cl)=O.CO. Product: [Br:1][C:2]1[CH:3]=[CH:4][C:5]([Cl:11])=[C:6]([CH:10]=1)[C:7]([O:9][CH3:12])=[O:8]. The catalyst class is: 120. (3) Reactant: [F:1][C:2]([F:19])([F:18])[C:3]1[CH:8]=[CH:7][C:6]([C:9]2[CH:14]=[CH:13][C:12]([CH2:15][CH2:16]O)=[CH:11][CH:10]=2)=[CH:5][CH:4]=1.C(Br)(Br)(Br)[Br:21].C1(P(C2C=CC=CC=2)C2C=CC=CC=2)C=CC=CC=1. Product: [Br:21][CH2:16][CH2:15][C:12]1[CH:13]=[CH:14][C:9]([C:6]2[CH:7]=[CH:8][C:3]([C:2]([F:19])([F:18])[F:1])=[CH:4][CH:5]=2)=[CH:10][CH:11]=1. The catalyst class is: 4. (4) Reactant: O[C@H:2]1[CH2:7][N:6]([C:8](OC(C)(C)C)=[O:9])[C@H:5](C(N2CC=C(C3C=CC=CC=3)CC2)=O)[C@@H:4](C(OC)=O)[CH2:3]1.[OH:33][C@H:34]1[CH2:39][NH:38][C@H:37](C(O)=O)[C@@H:36]([C:43]([O:45]C)=O)[CH2:35]1.Cl.C1([C:54]2[CH2:55][CH2:56][NH:57][CH2:58][CH:59]=2)C=CC=CC=1.F[P-](F)(F)(F)(F)F.[N:67]1([O:76][P+](N(C)C)(N(C)C)N(C)C)C2C=CC=CC=2N=N1.CN(C)C=O.C(N(CC)[CH:96]([CH3:98])[CH3:97])(C)C.[CH2:101](Cl)Cl.[C:104](OC(OC(OC(C)(C)C)=O)=O)([CH3:107])(C)[CH3:105]. Product: [OH:76][NH:67][C:43]([C@H:36]1[CH2:35][C@H:34]([O:33][C:54]2[CH:59]=[CH:58][N:57]=[CH:56][CH:55]=2)[CH2:39][N:38]([CH3:101])[C@@H:37]1[C:8]([N:6]1[CH2:5][CH:4]=[C:3]([C:97]2[CH:96]=[CH:98][CH:107]=[CH:104][CH:105]=2)[CH2:2][CH2:7]1)=[O:9])=[O:45]. The catalyst class is: 6. (5) Reactant: [F:1][C:2]1[CH:9]=[C:8]([OH:10])[CH:7]=[CH:6][C:3]=1[CH:4]=[O:5].[N+:11]([O-])([OH:13])=[O:12]. Product: [F:1][C:2]1[CH:9]=[C:8]([OH:10])[C:7]([N+:11]([O-:13])=[O:12])=[CH:6][C:3]=1[CH:4]=[O:5]. The catalyst class is: 65.